Dataset: Catalyst prediction with 721,799 reactions and 888 catalyst types from USPTO. Task: Predict which catalyst facilitates the given reaction. (1) Reactant: C=O.[Br:3][C:4]1[CH:5]=[CH:6][C:7]([F:25])=[C:8]([C:10]([N:12]2[CH2:17][CH2:16][NH:15][CH2:14][C@@H:13]2[C:18]2[CH:23]=[CH:22][C:21]([F:24])=[CH:20][CH:19]=2)=[O:11])[CH:9]=1.[C:26](O[BH-](OC(=O)C)OC(=O)C)(=O)C.[Na+]. Product: [Br:3][C:4]1[CH:5]=[CH:6][C:7]([F:25])=[C:8]([C:10]([N:12]2[CH2:17][CH2:16][N:15]([CH3:26])[CH2:14][C@@H:13]2[C:18]2[CH:23]=[CH:22][C:21]([F:24])=[CH:20][CH:19]=2)=[O:11])[CH:9]=1. The catalyst class is: 5. (2) Reactant: F[B-](F)(F)F.[O:6]=[N+:7]=[O:8].[Br:9][C:10]1[CH:11]=[C:12]2[C:17](=[CH:18][CH:19]=1)[N:16]([C:20]([O:22][CH3:23])=[O:21])[CH2:15][CH2:14][CH2:13]2.O. Product: [Br:9][C:10]1[CH:11]=[C:12]2[C:17](=[C:18]([N+:7]([O-:8])=[O:6])[CH:19]=1)[N:16]([C:20]([O:22][CH3:23])=[O:21])[CH2:15][CH2:14][CH2:13]2. The catalyst class is: 10. (3) Reactant: [CH2:1]([OH:9])[CH2:2][C:3]1[CH:8]=[CH:7][CH:6]=[CH:5][CH:4]=1.[C:10]1([CH3:20])[CH:15]=[CH:14][C:13]([S:16](Cl)(=[O:18])=[O:17])=[CH:12][CH:11]=1. Product: [CH3:20][C:10]1[CH:15]=[CH:14][C:13]([S:16]([O:9][CH2:1][CH2:2][C:3]2[CH:8]=[CH:7][CH:6]=[CH:5][CH:4]=2)(=[O:18])=[O:17])=[CH:12][CH:11]=1. The catalyst class is: 300. (4) Reactant: FC(F)(F)C(O)=O.[CH3:8][O:9][C:10]1[CH:15]=[CH:14][CH:13]=[C:12]([O:16][CH3:17])[C:11]=1[C:18]1[N:22]([CH2:23][CH:24]([CH3:26])[CH3:25])[N:21]=[C:20]([C:27]([NH:29][C@@H:30]([CH2:39][CH:40]([CH3:42])[CH3:41])[CH2:31][C:32]([O:34]C(C)(C)C)=[O:33])=[O:28])[CH:19]=1. Product: [CH3:17][O:16][C:12]1[CH:13]=[CH:14][CH:15]=[C:10]([O:9][CH3:8])[C:11]=1[C:18]1[N:22]([CH2:23][CH:24]([CH3:26])[CH3:25])[N:21]=[C:20]([C:27]([NH:29][C@@H:30]([CH2:39][CH:40]([CH3:42])[CH3:41])[CH2:31][C:32]([OH:34])=[O:33])=[O:28])[CH:19]=1. The catalyst class is: 2. (5) Reactant: [CH3:1][O:2][CH2:3][CH2:4][CH2:5][O:6][C:7]1[CH:8]=[C:9]([CH:22]=[CH:23][C:24]=1[O:25][CH3:26])[CH2:10][C@H:11]([CH:19]([CH3:21])[CH3:20])[CH2:12][C@H:13]([NH2:18])[C:14]([O:16][CH3:17])=[O:15].[CH3:27][C:28]([O:31][C:32](O[C:32]([O:31][C:28]([CH3:30])([CH3:29])[CH3:27])=[O:33])=[O:33])([CH3:30])[CH3:29]. Product: [CH3:17][O:16][C:14]([C@@H:13]([NH:18][C:32](=[O:33])[O:31][C:28]([CH3:30])([CH3:29])[CH3:27])[CH2:12][C@H:11]([CH2:10][C:9]1[CH:22]=[CH:23][C:24]([O:25][CH3:26])=[C:7]([O:6][CH2:5][CH2:4][CH2:3][O:2][CH3:1])[CH:8]=1)[CH:19]([CH3:21])[CH3:20])=[O:15]. The catalyst class is: 2. (6) Reactant: [CH3:1][O:2][C:3]1[CH:8]=[CH:7][C:6]([O:9][CH3:10])=[CH:5][C:4]=1[S:11]([NH:14][C@@H:15]1[CH2:19][CH2:18][N:17]([C:20]([O:22][C:23]([CH3:26])([CH3:25])[CH3:24])=[O:21])[CH2:16]1)(=[O:13])=[O:12].C([O-])([O-])=O.[K+].[K+].[Br:33][C:34]1[CH:39]=[CH:38][C:37]([CH2:40]Br)=[CH:36][CH:35]=1. Product: [CH3:1][O:2][C:3]1[CH:8]=[CH:7][C:6]([O:9][CH3:10])=[CH:5][C:4]=1[S:11]([N:14]([CH2:40][C:37]1[CH:38]=[CH:39][C:34]([Br:33])=[CH:35][CH:36]=1)[C@@H:15]1[CH2:19][CH2:18][N:17]([C:20]([O:22][C:23]([CH3:26])([CH3:25])[CH3:24])=[O:21])[CH2:16]1)(=[O:12])=[O:13]. The catalyst class is: 10. (7) Reactant: [NH2:1][C:2]1[CH:11]=[C:10]([C:12]#[N:13])[CH:9]=[CH:8][C:3]=1[C:4]([O:6][CH3:7])=[O:5].[C:14](Cl)(=[O:19])[C:15]([CH3:18])([CH3:17])[CH3:16]. Product: [C:12]([C:10]1[CH:9]=[CH:8][C:3]([C:4]([O:6][CH3:7])=[O:5])=[C:2]([NH:1][C:14](=[O:19])[C:15]([CH3:18])([CH3:17])[CH3:16])[CH:11]=1)#[N:13]. The catalyst class is: 17.